From a dataset of Full USPTO retrosynthesis dataset with 1.9M reactions from patents (1976-2016). Predict the reactants needed to synthesize the given product. (1) Given the product [NH2:1][C:2]1[C:7]2[C:8]([C:11]3[CH:16]=[CH:15][C:14]([NH:17][C:18]([C:20]4[N:21]([CH3:29])[C:22]5[C:27]([CH:28]=4)=[CH:26][CH:25]=[CH:24][CH:23]=5)=[O:19])=[C:13]([O:30][CH3:31])[CH:12]=3)=[CH:9][S:10][C:6]=2[C:5]([C:34]#[N:35])=[CH:4][N:3]=1, predict the reactants needed to synthesize it. The reactants are: [NH2:1][C:2]1[C:7]2[C:8]([C:11]3[CH:16]=[CH:15][C:14]([NH:17][C:18]([C:20]4[N:21]([CH3:29])[C:22]5[C:27]([CH:28]=4)=[CH:26][CH:25]=[CH:24][CH:23]=5)=[O:19])=[C:13]([O:30][CH3:31])[CH:12]=3)=[CH:9][S:10][C:6]=2[C:5](I)=[CH:4][N:3]=1.[Cu][C:34]#[N:35]. (2) Given the product [C:40]([C:2]1[CH:3]=[CH:4][C:5]([N+:24]([O-:26])=[O:25])=[C:6]([CH:23]=1)[CH2:7][NH:8][CH2:9][CH:10]1[CH2:15][CH2:14][N:13]([C:16]([O:18][C:19]([CH3:22])([CH3:21])[CH3:20])=[O:17])[CH2:12][CH2:11]1)#[N:41], predict the reactants needed to synthesize it. The reactants are: Br[C:2]1[CH:3]=[CH:4][C:5]([N+:24]([O-:26])=[O:25])=[C:6]([CH:23]=1)[CH2:7][NH:8][CH2:9][CH:10]1[CH2:15][CH2:14][N:13]([C:16]([O:18][C:19]([CH3:22])([CH3:21])[CH3:20])=[O:17])[CH2:12][CH2:11]1.O.CCCCCC.C(OCC)(=O)C.[CH3:40][N:41](C=O)C.